This data is from Full USPTO retrosynthesis dataset with 1.9M reactions from patents (1976-2016). The task is: Predict the reactants needed to synthesize the given product. (1) Given the product [OH:20][CH:14]([CH2:15][CH2:16][OH:17])[CH2:13][CH2:12][NH:11][C:9](=[O:10])[O:8][CH2:1][C:2]1[CH:7]=[CH:6][CH:5]=[CH:4][CH:3]=1, predict the reactants needed to synthesize it. The reactants are: [CH2:1]([O:8][C:9]([NH:11][CH2:12][CH2:13][C:14](=[O:20])[CH2:15][C:16](OC)=[O:17])=[O:10])[C:2]1[CH:7]=[CH:6][CH:5]=[CH:4][CH:3]=1.[BH4-].[Li+]. (2) Given the product [CH:17]1([C:20]([C:21]2[C:10]([C:12]3[O:13][CH:14]=[CH:15][CH:16]=3)=[C:3]3[C:4]4[CH2:9][CH2:8][CH2:7][C:5]=4[S:6][C:2]3=[N:1][C:22]=2[CH3:23])=[O:25])[CH2:19][CH2:18]1, predict the reactants needed to synthesize it. The reactants are: [NH2:1][C:2]1[S:6][C:5]2[CH2:7][CH2:8][CH2:9][C:4]=2[C:3]=1[C:10]([C:12]1[O:13][CH:14]=[CH:15][CH:16]=1)=O.[CH:17]1([C:20](=[O:25])[CH2:21][C:22](=O)[CH3:23])[CH2:19][CH2:18]1.